This data is from Forward reaction prediction with 1.9M reactions from USPTO patents (1976-2016). The task is: Predict the product of the given reaction. Given the reactants C([NH:3][C:4]1[CH:9]=[CH:8][CH:7]=[CH:6][CH:5]=1)#C.[N:10]([C:13]1[N:17]([CH3:18])[N:16]=[C:15]([C:19]([F:25])([F:24])[C:20]([F:23])([F:22])[F:21])[C:14]=1[C:26]([F:29])([F:28])[F:27])=[N+:11]=[N-:12].O=[C:31]1O[C@H]([C@H](CO)O)C([O-])=[C:32]1O.[Na+], predict the reaction product. The product is: [CH3:18][N:17]1[C:13]([N:10]2[CH:32]=[C:31]([C:8]3[CH:9]=[C:4]([NH2:3])[CH:5]=[CH:6][CH:7]=3)[N:12]=[N:11]2)=[C:14]([C:26]([F:29])([F:27])[F:28])[C:15]([C:19]([F:24])([F:25])[C:20]([F:22])([F:23])[F:21])=[N:16]1.